Dataset: CYP2C19 inhibition data for predicting drug metabolism from PubChem BioAssay. Task: Regression/Classification. Given a drug SMILES string, predict its absorption, distribution, metabolism, or excretion properties. Task type varies by dataset: regression for continuous measurements (e.g., permeability, clearance, half-life) or binary classification for categorical outcomes (e.g., BBB penetration, CYP inhibition). Dataset: cyp2c19_veith. (1) The drug is COc1ccc(Oc2ncc3nc(-c4ccc(F)cc4)c(=O)n(C4CC4)c3n2)cc1. The result is 0 (non-inhibitor). (2) The compound is Cc1cc(C)c(C#N)c(SCC(=O)c2ccc(Cl)cc2Cl)n1. The result is 1 (inhibitor). (3) The compound is C#CCn1c(=O)c2c(ncn2C)n(C)c1=O. The result is 0 (non-inhibitor). (4) The compound is COc1ccc(NC(=O)N2CCC3(CC2)CCN(C(=O)c2cc(C(F)(F)F)cc(C(F)(F)F)c2)CC3)cc1. The result is 0 (non-inhibitor). (5) The compound is O=c1c(-c2cccc(F)c2)nc2cncnc2n1Cc1ccc(F)cc1. The result is 1 (inhibitor). (6) The molecule is O=C(/C=C/c1ccc(-c2ccccc2[N+](=O)[O-])o1)c1ccc(F)cc1. The result is 1 (inhibitor). (7) The molecule is NNC(N)=O. The result is 0 (non-inhibitor).